Predict the product of the given reaction. From a dataset of Forward reaction prediction with 1.9M reactions from USPTO patents (1976-2016). Given the reactants [CH2:1]([O:8][C:9]1[CH:17]=[CH:16][C:12]([C:13](O)=O)=[CH:11][C:10]=1[O:18][CH3:19])[C:2]1[CH:7]=[CH:6][CH:5]=[CH:4][CH:3]=1.CN(C=O)C.S(Cl)(Cl)=O.[NH2:29][C:30]1[CH:35]=[CH:34][CH:33]=[CH:32][C:31]=1[SH:36], predict the reaction product. The product is: [CH2:1]([O:8][C:9]1[CH:17]=[CH:16][C:12]([C:13]2[S:36][C:31]3[CH:32]=[CH:33][CH:34]=[CH:35][C:30]=3[N:29]=2)=[CH:11][C:10]=1[O:18][CH3:19])[C:2]1[CH:7]=[CH:6][CH:5]=[CH:4][CH:3]=1.